Predict the reactants needed to synthesize the given product. From a dataset of Full USPTO retrosynthesis dataset with 1.9M reactions from patents (1976-2016). (1) The reactants are: [N:1]1[CH:6]=[CH:5][CH:4]=[C:3]([CH:7]2[CH2:11][CH2:10][N:9]([C:12]([C:14]3[CH:15]=[C:16]([C:34]([O:36]C)=O)[C:17]([C:20]4[CH:25]=[C:24]([C:26]([F:29])([F:28])[F:27])[CH:23]=[C:22]([C:30]([F:33])([F:32])[F:31])[CH:21]=4)=[CH:18][CH:19]=3)=[O:13])[CH2:8]2)[CH:2]=1.O.[NH2:39][NH2:40].C1(C)C=CC=CC=1. Given the product [N:1]1[CH:6]=[CH:5][CH:4]=[C:3]([CH:7]2[CH2:11][CH2:10][N:9]([C:12]([C:14]3[CH:15]=[C:16]([C:34]([NH:39][NH2:40])=[O:36])[C:17]([C:20]4[CH:25]=[C:24]([C:26]([F:27])([F:28])[F:29])[CH:23]=[C:22]([C:30]([F:33])([F:31])[F:32])[CH:21]=4)=[CH:18][CH:19]=3)=[O:13])[CH2:8]2)[CH:2]=1, predict the reactants needed to synthesize it. (2) Given the product [C:1]([O:24][CH2:23][C:22]([F:26])([F:25])[F:21])(=[O:19])[CH2:2][CH2:3][CH2:4][CH2:5][CH2:6][CH2:7][CH2:8]/[CH:9]=[CH:10]\[CH2:11][CH2:12][CH2:13][CH2:14][CH2:15][CH2:16][CH2:17][CH3:18], predict the reactants needed to synthesize it. The reactants are: [C:1](Cl)(=[O:19])[CH2:2][CH2:3][CH2:4][CH2:5][CH2:6][CH2:7][CH2:8]/[CH:9]=[CH:10]\[CH2:11][CH2:12][CH2:13][CH2:14][CH2:15][CH2:16][CH2:17][CH3:18].[F:21][C:22]([F:26])([F:25])[CH2:23][OH:24].Cl. (3) Given the product [F:14][C:15]([F:20])([F:19])[C:16]([O-:18])=[O:17].[NH2:21][C:22]([C:24]1[C:32]2[C:28](=[CH:29][N:30]([C:33]3[CH:48]=[CH:47][C:36]([CH2:37][NH2+:39][CH:40]4[CH2:41][CH2:46][CH2:45][CH2:2][CH2:1]4)=[CH:35][CH:34]=3)[N:31]=2)[CH:27]=[CH:26][CH:25]=1)=[O:23], predict the reactants needed to synthesize it. The reactants are: [C:1](O[BH-](OC(=O)C)OC(=O)C)(=O)[CH3:2].[F:14][C:15]([F:20])([F:19])[C:16]([O-:18])=[O:17].[NH2:21][C:22]([C:24]1[C:32]2[C:28](=[CH:29][N:30]([C:33]3[CH:48]=[CH:47][C:36]([C:37]([NH:39][CH2:40][C:41]4[CH:46]=[CH:45][NH+]=CC=4)=O)=[CH:35][CH:34]=3)[N:31]=2)[CH:27]=[CH:26][CH:25]=1)=[O:23].C(C1C=CC(N2C=C3C(C(C(N)=O)=CC=C3)=N2)=CC=1)=O.C1(N)CCCCC1. (4) Given the product [NH2:1][CH:2]([CH2:7][S:8][CH2:9][C:10]1[CH:15]=[CH:14][CH:13]=[CH:12][CH:11]=1)[C:3]([OH:5])=[O:4].[NH2:16][CH:17]([CH2:20][S:21][CH2:22][C:23]1[CH:28]=[CH:27][CH:26]=[CH:25][CH:24]=1)[CH2:18][OH:19], predict the reactants needed to synthesize it. The reactants are: [NH2:1][CH:2]([CH2:7][S:8][CH2:9][C:10]1[CH:15]=[CH:14][CH:13]=[CH:12][CH:11]=1)[C:3]([O:5]C)=[O:4].[NH2:16][CH:17]([CH2:20][S:21][CH2:22][C:23]1[CH:28]=[CH:27][CH:26]=[CH:25][CH:24]=1)[CH2:18][OH:19]. (5) Given the product [Cl:25][C:8]1[N:7]2[CH:22]=[C:4]([CH:1]([CH3:3])[CH3:2])[N:5]=[C:6]2[C:11]([C:12]#[N:13])=[C:10]([CH3:14])[C:9]=1[C:15]1[CH:20]=[CH:19][CH:18]=[CH:17][CH:16]=1, predict the reactants needed to synthesize it. The reactants are: [CH:1]([C:4]1[NH:5][C:6]2[N:7]([CH:22]=1)[C:8](=O)[C:9]([C:15]1[CH:20]=[CH:19][CH:18]=[CH:17][CH:16]=1)=[C:10]([CH3:14])[C:11]=2[C:12]#[N:13])([CH3:3])[CH3:2].P(Cl)(Cl)([Cl:25])=O. (6) Given the product [Cl:59][C:57]1[S:58][C:54]([CH2:53][N:6]2[C:7]3[C:3](=[CH:2][CH:10]=[CH:9][CH:8]=3)[C:4]3([C:15]4=[N:16][C:17]([O:20][CH3:21])=[CH:18][CH:19]=[C:14]4[O:13][CH2:12]3)[C:5]2=[O:11])=[CH:55][CH:56]=1, predict the reactants needed to synthesize it. The reactants are: Br[C:2]1[CH:10]=[CH:9][CH:8]=[C:7]2[C:3]=1[C:4]1([C:15]3=[N:16][C:17]([O:20][CH3:21])=[CH:18][CH:19]=[C:14]3[O:13][CH2:12]1)[C:5](=[O:11])[NH:6]2.COC1N=C2C3(COC2=CC=1)C1C(=CC=CC=1)NC3=O.ClCC1N=C(C(C)C)SC=1.Cl[CH2:53][C:54]1[S:58][C:57]([Cl:59])=[CH:56][CH:55]=1. (7) Given the product [Cl:8][C:7]1[C:2]([Cl:1])=[C:3]([S:26](=[O:28])(=[O:27])[NH:29][C@@H:30]([CH3:35])[C:31]([F:32])([F:33])[F:34])[CH:4]=[CH:5][C:6]=1[C:9]1[S:13][C:12]([C:14]2[O:15][C:16]([CH2:19][C:20]([OH:23])([CH3:22])[CH3:21])=[N:17][N:18]=2)=[N:11][C:10]=1[C:24]([OH:49])=[O:25], predict the reactants needed to synthesize it. The reactants are: [Cl:1][C:2]1[C:7]([Cl:8])=[C:6]([C:9]2[S:13][C:12]([C:14]3[O:15][C:16]([CH2:19][C:20]([OH:23])([CH3:22])[CH3:21])=[N:17][N:18]=3)=[N:11][C:10]=2[CH2:24][OH:25])[CH:5]=[CH:4][C:3]=1[S:26]([NH:29][C@@H:30]([CH3:35])[C:31]([F:34])([F:33])[F:32])(=[O:28])=[O:27].CC1(C)N([O])C(C)(C)CCC1.C(O)(=[O:49])C.C(O)(=O)C.IC1C=CC=CC=1.CC#N.